This data is from Experimental lipophilicity measurements (octanol/water distribution) for 4,200 compounds from AstraZeneca. The task is: Regression/Classification. Given a drug SMILES string, predict its absorption, distribution, metabolism, or excretion properties. Task type varies by dataset: regression for continuous measurements (e.g., permeability, clearance, half-life) or binary classification for categorical outcomes (e.g., BBB penetration, CYP inhibition). For this dataset (lipophilicity_astrazeneca), we predict Y. (1) The drug is C[C@@H](O)[C@@H](CO)Nc1nc(SCc2cccc(F)c2F)nc2nc(N)sc12. The Y is 2.83 logD. (2) The molecule is Cc1cc(C)c(CNC(=O)c2cc(C3CC3)nc3c2cnn3C(C)C)c(O)n1. The Y is 3.80 logD. (3) The drug is CC(=O)Nc1nc(C)c(-c2cnc(F)c(NS(=O)(=O)c3sc(C)nc3C)c2)s1. The Y is 0.550 logD.